Dataset: Retrosynthesis with 50K atom-mapped reactions and 10 reaction types from USPTO. Task: Predict the reactants needed to synthesize the given product. (1) The reactants are: CC(C)(C)OC(=O)N[C@@H](Cc1cc(F)cc(F)c1)[C@H](O)CN.CC(C)Oc1ccc2c(c1)C(Br)COC2(C)C. Given the product CC(C)Oc1ccc2c(c1)C(NC[C@@H](O)[C@H](Cc1cc(F)cc(F)c1)NC(=O)OC(C)(C)C)COC2(C)C, predict the reactants needed to synthesize it. (2) Given the product CCOP(=O)(CC(=O)NNc1nc2ccc(C(F)(F)F)cc2n(OCc2ccccc2)c1=O)OCC, predict the reactants needed to synthesize it. The reactants are: CCOP(=O)(CC(=O)Cl)OCC.NNc1nc2ccc(C(F)(F)F)cc2n(OCc2ccccc2)c1=O. (3) The reactants are: CCOC(=O)c1cn(C2CC2)c2nc(Cl)c(F)cc2c1=O.c1cn([C@H]2CCNC2)nn1. Given the product CCOC(=O)c1cn(C2CC2)c2nc(N3CC[C@H](n4ccnn4)C3)c(F)cc2c1=O, predict the reactants needed to synthesize it. (4) The reactants are: CCOC(=O)c1ccc(CC(=O)Cl)cc1.NC(c1ccc(Cl)cc1)c1ccccc1N1CCCCC1. Given the product CCOC(=O)c1ccc(CC(=O)NC(c2ccc(Cl)cc2)c2ccccc2N2CCCCC2)cc1, predict the reactants needed to synthesize it. (5) Given the product O=C(NCC(=O)N1CCN(C(=O)c2cc(C(F)(F)F)ccc2F)CC1)c1ccc(-c2ccccc2)cc1, predict the reactants needed to synthesize it. The reactants are: O=C(NCC(=O)N1CCNCC1)c1ccc(-c2ccccc2)cc1.O=C(O)c1cc(C(F)(F)F)ccc1F. (6) The reactants are: CC(=O)c1sc(-c2cccnc2)nc1Cl.NO. Given the product CC(=NO)c1sc(-c2cccnc2)nc1Cl, predict the reactants needed to synthesize it. (7) Given the product Cc1c(CN)cnn1C(C)(C)C, predict the reactants needed to synthesize it. The reactants are: Cc1c(CN=[N+]=[N-])cnn1C(C)(C)C. (8) Given the product O=C(NC1(c2ccc(-c3nc4ccn5c(-c6ncccn6)nnc5c4cc3-c3ccccc3)cc2)CC2(C1)OCCO2)C(F)(F)F, predict the reactants needed to synthesize it. The reactants are: NC1(c2ccc(-c3nc4ccn5c(-c6ncccn6)nnc5c4cc3-c3ccccc3)cc2)CC2(C1)OCCO2.O=C(OC(=O)C(F)(F)F)C(F)(F)F.